Dataset: Full USPTO retrosynthesis dataset with 1.9M reactions from patents (1976-2016). Task: Predict the reactants needed to synthesize the given product. (1) Given the product [NH2:13][C:4]1[CH:5]=[C:6]([F:12])[C:7]([O:8][CH2:9][O:10][CH3:11])=[C:2]([F:1])[CH:3]=1, predict the reactants needed to synthesize it. The reactants are: [F:1][C:2]1[CH:3]=[C:4]([N+:13]([O-])=O)[CH:5]=[C:6]([F:12])[C:7]=1[O:8][CH2:9][O:10][CH3:11]. (2) Given the product [ClH:39].[C:1]1([N:7]([CH2:32][CH2:33][C:34]([O:36][CH2:37][CH3:38])=[O:35])[C:8]([C:10]2[CH:31]=[CH:30][C:13]3[N:14]([CH:27]4[CH2:28][CH2:29]4)[C:15]([CH2:17][NH:18][C:19]4[CH:24]=[CH:23][C:22]([C:25](=[NH:47])[NH2:26])=[CH:21][CH:20]=4)=[N:16][C:12]=3[CH:11]=2)=[O:9])[CH:2]=[CH:3][CH:4]=[CH:5][CH:6]=1, predict the reactants needed to synthesize it. The reactants are: [C:1]1([N:7]([CH2:32][CH2:33][C:34]([O:36][CH2:37][CH3:38])=[O:35])[C:8]([C:10]2[CH:31]=[CH:30][C:13]3[N:14]([CH:27]4[CH2:29][CH2:28]4)[C:15]([CH2:17][NH:18][C:19]4[CH:24]=[CH:23][C:22]([C:25]#[N:26])=[CH:21][CH:20]=4)=[N:16][C:12]=3[CH:11]=2)=[O:9])[CH:6]=[CH:5][CH:4]=[CH:3][CH:2]=1.[ClH:39].C(O)C.C(=O)([O-])[O-].[NH4+:47].[NH4+]. (3) The reactants are: [NH2:1][C:2]1=[N:3][C:4](=[O:32])[NH:5]/[C:6]/1=[CH:7]\[C:8]1[CH:13]=[CH:12][C:11]([O:14][CH2:15][C:16]2[CH:21]=[CH:20][C:19]([C:22]([F:25])([F:24])[F:23])=[CH:18][C:17]=2[C:26]([F:29])([F:28])[F:27])=[C:10]([O:30][CH3:31])[CH:9]=1.[N:33]1([CH2:38][CH2:39][CH2:40]N)[CH:37]=[CH:36][N:35]=[CH:34]1. Given the product [F:29][C:26]([F:27])([F:28])[C:17]1[CH:18]=[C:19]([C:22]([F:25])([F:23])[F:24])[CH:20]=[CH:21][C:16]=1[CH2:15][O:14][C:11]1[CH:12]=[CH:13][C:8](/[CH:7]=[C:6]2/[C:2]([NH:1][CH2:40][CH2:39][CH2:38][N:33]3[CH:37]=[CH:36][N:35]=[CH:34]3)=[N:3][C:4](=[O:32])[NH:5]/2)=[CH:9][C:10]=1[O:30][CH3:31], predict the reactants needed to synthesize it. (4) Given the product [CH3:1][C:2]1[C:10]2[N:9]=[C:8]([CH2:11][N:12]3[C:13]4[CH:17]=[CH:16][NH:15][C:14]=4[C:18](=[O:20])[NH:32][C:33]3=[S:34])[NH:7][C:6]=2[CH:5]=[CH:4][C:3]=1[CH3:23], predict the reactants needed to synthesize it. The reactants are: [CH3:1][C:2]1[C:10]2[N:9]=[C:8]([CH2:11][NH:12][C:13]3[CH:17]=[CH:16][NH:15][C:14]=3[C:18]([O:20]CC)=O)[NH:7][C:6]=2[CH:5]=[CH:4][C:3]=1[CH3:23].C([N:32]=[C:33]=[S:34])(=O)C1C=CC=CC=1. (5) Given the product [CH3:24][C:25]1[S:29]/[C:28](=[N:30]\[S:2]([C:5]2[CH:14]=[CH:13][CH:12]=[CH:11][C:6]=2[C:7]([O:9][CH3:10])=[O:8])(=[O:4])=[O:3])/[N:27]([CH2:31][C:32]2[C:41]3[C:36](=[CH:37][CH:38]=[CH:39][CH:40]=3)[CH:35]=[CH:34][CH:33]=2)[CH:26]=1, predict the reactants needed to synthesize it. The reactants are: Cl[S:2]([C:5]1[CH:14]=[CH:13][CH:12]=[CH:11][C:6]=1[C:7]([O:9][CH3:10])=[O:8])(=[O:4])=[O:3].C(N(C(C)C)CC)(C)C.[CH3:24][C:25]1[S:29][C:28](=[NH:30])[N:27]([CH2:31][C:32]2[C:41]3[C:36](=[CH:37][CH:38]=[CH:39][CH:40]=3)[CH:35]=[CH:34][CH:33]=2)[CH:26]=1.[Cl-].[Na+].